From a dataset of Forward reaction prediction with 1.9M reactions from USPTO patents (1976-2016). Predict the product of the given reaction. (1) Given the reactants [NH2:1][C:2]1[CH:7]=[C:6]([OH:8])[CH:5]=[C:4]([Cl:9])[C:3]=1[NH:10][C:11]([CH:13]1[CH2:18][CH2:17][O:16][CH2:15][CH2:14]1)=O.O.C1(C)C=CC(S(O)(=O)=O)=CC=1, predict the reaction product. The product is: [Cl:9][C:4]1[C:3]2[NH:10][C:11]([CH:13]3[CH2:18][CH2:17][O:16][CH2:15][CH2:14]3)=[N:1][C:2]=2[CH:7]=[C:6]([OH:8])[CH:5]=1. (2) Given the reactants [C:1]([O:13][CH3:14])(=[O:12])[C:2]1[CH:11]=[CH:10][C:5]([C:6]([O:8][CH3:9])=[O:7])=[CH:4][CH:3]=1.C(O)[CH2:16][CH2:17][CH2:18][CH2:19][CH2:20][CH2:21][CH2:22][CH2:23][CH2:24][CH2:25][CH2:26][CH2:27][CH2:28][CH2:29][CH2:30][CH2:31][CH2:32][CH2:33][CH2:34][CH2:35][CH3:36], predict the reaction product. The product is: [C:6]([O:8][CH2:9][CH2:36][CH2:35][CH2:34][CH2:33][CH2:32][CH2:31][CH2:30][CH2:29][CH2:28][CH2:27][CH2:26][CH2:25][CH2:24][CH2:23][CH2:22][CH2:21][CH2:20][CH2:19][CH2:18][CH2:17][CH3:16])(=[O:7])[C:5]1[CH:10]=[CH:11][C:2]([C:1]([O:13][CH2:14][CH2:36][CH2:35][CH2:34][CH2:33][CH2:32][CH2:31][CH2:30][CH2:29][CH2:28][CH2:27][CH2:26][CH2:25][CH2:24][CH2:23][CH2:22][CH2:21][CH2:20][CH2:19][CH2:18][CH2:17][CH3:16])=[O:12])=[CH:3][CH:4]=1. (3) Given the reactants [OH:1][CH:2]([CH2:7][N:8]([CH3:21])S(C1C=CC=CC=1[N+]([O-])=O)(=O)=O)[C:3]([O:5][CH3:6])=[O:4].C(O)(=O)CS.O.[OH-].[Li+].[C:30](O[C:30]([O:32][C:33]([CH3:36])([CH3:35])[CH3:34])=[O:31])([O:32][C:33]([CH3:36])([CH3:35])[CH3:34])=[O:31], predict the reaction product. The product is: [C:33]([O:32][C:30]([N:8]([CH3:21])[CH2:7][CH:2]([OH:1])[C:3]([O:5][CH3:6])=[O:4])=[O:31])([CH3:36])([CH3:35])[CH3:34]. (4) Given the reactants Cl[C:2]([O:4][CH:5]([Cl:7])[CH3:6])=[O:3].[CH3:8][O:9][CH2:10][CH2:11][O:12][CH2:13][CH2:14][O:15][CH2:16][CH2:17][O:18][CH2:19][CH2:20][O:21][CH2:22][CH2:23][O:24][CH2:25][CH2:26][OH:27].N1C=CC=CC=1, predict the reaction product. The product is: [C:2](=[O:3])([O:27][CH2:26][CH2:25][O:24][CH2:23][CH2:22][O:21][CH2:20][CH2:19][O:18][CH2:17][CH2:16][O:15][CH2:14][CH2:13][O:12][CH2:11][CH2:10][O:9][CH3:8])[O:4][CH:5]([Cl:7])[CH3:6]. (5) The product is: [CH2:34]([C:41]([C:47]1[CH:48]=[CH:49][C:50]([Cl:53])=[CH:51][CH:52]=1)=[C:14]1[C:15]2[C:10]([CH:9]=[C:8]3[C:16]=2[CH:17]=[C:5]([C:1]([CH3:2])([CH3:3])[CH3:4])[C:6]([C:28]2[CH:29]=[CH:30][CH:31]=[CH:32][CH:33]=2)=[CH:7]3)=[C:11]([CH:62]2[CH:61]=[CH:65][CH:64]=[CH:63]2)[C:12]([C:22]2[CH:27]=[CH:26][CH:25]=[CH:24][CH:23]=2)=[C:13]1[C:18]([CH3:21])([CH3:20])[CH3:19])[C:35]1[CH:40]=[CH:39][CH:38]=[CH:37][CH:36]=1. Given the reactants [C:1]([C:5]1[C:6]([C:28]2[CH:33]=[CH:32][CH:31]=[CH:30][CH:29]=2)=[CH:7][C:8]2[CH2:9][C:10]3[C:15]([C:16]=2[CH:17]=1)=[CH:14][C:13]([C:18]([CH3:21])([CH3:20])[CH3:19])=[C:12]([C:22]1[CH:27]=[CH:26][CH:25]=[CH:24][CH:23]=1)[CH:11]=3)([CH3:4])([CH3:3])[CH3:2].[CH2:34]([C:41]([C:47]1[CH:52]=[CH:51][C:50]([Cl:53])=[CH:49][CH:48]=1)=C1C=CC=C1)[C:35]1[CH:40]=[CH:39][CH:38]=[CH:37][CH:36]=1.Cl.C(OCC)C.C[CH2:61][CH2:62][CH2:63][CH2:64][CH3:65], predict the reaction product. (6) Given the reactants [Cl:1][C:2]1[CH:7]=[CH:6][C:5]([C@@H:8](O)[CH3:9])=[CH:4][CH:3]=1.[CH:11]([C:22]([O:24][CH2:25][CH3:26])=[O:23])([C:17]([O:19][CH2:20][CH3:21])=[O:18])[C:12]([O:14][CH2:15][CH3:16])=[O:13].CP(C)C.C1COCC1.CC(OC(/N=N/C(OC(C)C)=O)=O)C, predict the reaction product. The product is: [Cl:1][C:2]1[CH:7]=[CH:6][C:5]([C@@H:8]([CH3:9])[C:11]([C:22]([O:24][CH2:25][CH3:26])=[O:23])([C:12]([O:14][CH2:15][CH3:16])=[O:13])[C:17]([O:19][CH2:20][CH3:21])=[O:18])=[CH:4][CH:3]=1.